This data is from Forward reaction prediction with 1.9M reactions from USPTO patents (1976-2016). The task is: Predict the product of the given reaction. (1) Given the reactants [Br-].[Li+].B.[Na].C([O:12][C:13]([C@@H:15]([NH:29][C:30]([N:32]([CH2:38][CH2:39][N:40]([CH3:42])[CH3:41])[CH2:33][CH2:34][CH:35]([CH3:37])[CH3:36])=[O:31])[CH2:16][C:17]1[CH:22]=[CH:21][C:20]([C:23]2[CH:28]=[CH:27][CH:26]=[CH:25][CH:24]=2)=[CH:19][CH:18]=1)=O)C1C=CC=CC=1.[Cl-].[NH4+], predict the reaction product. The product is: [C:20]1([C:23]2[CH:24]=[CH:25][CH:26]=[CH:27][CH:28]=2)[CH:19]=[CH:18][C:17]([CH2:16][C@H:15]([NH:29][C:30]([N:32]([CH2:38][CH2:39][N:40]([CH3:41])[CH3:42])[CH2:33][CH2:34][CH:35]([CH3:37])[CH3:36])=[O:31])[CH2:13][OH:12])=[CH:22][CH:21]=1. (2) Given the reactants C(OC([NH:8][CH2:9][CH2:10][CH2:11][O:12][CH2:13][O:14][CH2:15][CH2:16][N:17]1[C:21]2[CH:22]=[CH:23][C:24]([C:26]([OH:28])=O)=[CH:25][C:20]=2[N:19]=[C:18]1[CH3:29])=O)(C)(C)C.[NH2:30][C:31]1[S:32][CH:33]=[C:34]([C:36]2[CH:41]=[CH:40][N:39]=[CH:38][CH:37]=2)[N:35]=1, predict the reaction product. The product is: [N:39]1[CH:38]=[CH:37][C:36]([C:34]2[N:35]=[C:31]([NH:30][C:26]([C:24]3[CH:23]=[CH:22][C:21]4[N:17]([CH2:16][CH2:15][O:14][CH2:13][O:12][CH2:11][CH2:10][CH2:9][NH2:8])[C:18]([CH3:29])=[N:19][C:20]=4[CH:25]=3)=[O:28])[S:32][CH:33]=2)=[CH:41][CH:40]=1. (3) Given the reactants [CH3:1][O:2][C:3]1[CH:9]=[C:8]([O:10]C)[CH:7]=[CH:6][C:4]=1[NH2:5].[OH:12][C:13]1[CH:14]=[C:15]2[C:20](=[CH:21][CH:22]=1)[C:19](C(O)=O)=[CH:18][CH:17]=[CH:16]2, predict the reaction product. The product is: [OH:12][C:13]1[CH:14]=[C:15]2[C:20](=[CH:21][CH:22]=1)[C:19]([C:1]1[O:2][C:3]3[CH:9]=[C:8]([OH:10])[CH:7]=[CH:6][C:4]=3[N:5]=1)=[CH:18][CH:17]=[CH:16]2. (4) Given the reactants [CH2:1]([O:3][C:4]1[CH:13]=[CH:12][CH:11]=[CH:10][C:5]=1[O:6][CH:7]([OH:9])[CH3:8])[CH3:2].[CH3:14][S:15](Cl)(=[O:17])=[O:16], predict the reaction product. The product is: [CH2:1]([O:3][C:4]1[CH:13]=[CH:12][CH:11]=[CH:10][C:5]=1[O:6][CH:7]([OH:9])[CH3:8])[CH3:2].[CH3:14][S:15]([O-:17])(=[O:3])=[O:16]. (5) Given the reactants [C:1]([NH:4][CH2:5][CH:6]([C:11]1[CH:23]=[CH:22][C:14]([C:15]([O:17][C:18]([CH3:21])([CH3:20])[CH3:19])=[O:16])=[CH:13][CH:12]=1)[C:7]([O:9]C)=[O:8])(=[O:3])[CH3:2].[OH-].[K+], predict the reaction product. The product is: [C:1]([NH:4][CH2:5][CH:6]([C:11]1[CH:12]=[CH:13][C:14]([C:15]([O:17][C:18]([CH3:21])([CH3:20])[CH3:19])=[O:16])=[CH:22][CH:23]=1)[C:7]([OH:9])=[O:8])(=[O:3])[CH3:2]. (6) Given the reactants [CH3:1][C@@H:2]1[CH2:6][N:5](CC2C=NC(C)=NC=2)[CH2:4][C@H:3]1[C:15]1[NH:16][C:17](=[O:30])[C:18]2[CH:23]=[N:22][N:21]([CH:24]3[CH2:29][CH2:28][O:27][CH2:26][CH2:25]3)[C:19]=2[N:20]=1.C([BH3-])#N.[Na+].[CH3:35][O:36][C:37]1[CH:44]=[CH:43][CH:42]=[CH:41][C:38]=1[CH:39]=O, predict the reaction product. The product is: [CH3:35][O:36][C:37]1[CH:44]=[CH:43][CH:42]=[CH:41][C:38]=1[CH2:39][N:5]1[CH2:6][C@@H:2]([CH3:1])[C@H:3]([C:15]2[NH:16][C:17](=[O:30])[C:18]3[CH:23]=[N:22][N:21]([CH:24]4[CH2:29][CH2:28][O:27][CH2:26][CH2:25]4)[C:19]=3[N:20]=2)[CH2:4]1.